Predict the reactants needed to synthesize the given product. From a dataset of Full USPTO retrosynthesis dataset with 1.9M reactions from patents (1976-2016). The reactants are: [Cl:1][C:2]1[CH:3]=[CH:4][C:5]([C:13]2[CH:14]=[C:15]3[C:20](=[CH:21][CH:22]=2)[N:19]=[CH:18][CH:17]=[CH:16]3)=[C:6]([CH:12]=1)[C:7]([O:9]CC)=[O:8].O[Li].O. Given the product [Cl:1][C:2]1[CH:3]=[CH:4][C:5]([C:13]2[CH:14]=[C:15]3[C:20](=[CH:21][CH:22]=2)[N:19]=[CH:18][CH:17]=[CH:16]3)=[C:6]([CH:12]=1)[C:7]([OH:9])=[O:8], predict the reactants needed to synthesize it.